This data is from Full USPTO retrosynthesis dataset with 1.9M reactions from patents (1976-2016). The task is: Predict the reactants needed to synthesize the given product. (1) Given the product [F:38][C:37]([F:40])([F:39])[C:36]([C:7]1[C:8]2[O:13][CH2:12][CH:11]([C:14]([F:17])([F:15])[F:16])[N:10]([CH2:18][C:19]([F:22])([F:21])[F:20])[C:9]=2[CH:23]=[CH:24][C:6]=1[NH:5][C:3](=[O:4])[C:2]([CH3:26])([CH3:25])[CH3:1])=[O:35], predict the reactants needed to synthesize it. The reactants are: [CH3:1][C:2]([CH3:26])([CH3:25])[C:3]([NH:5][C:6]1[CH:24]=[CH:23][C:9]2[N:10]([CH2:18][C:19]([F:22])([F:21])[F:20])[CH:11]([C:14]([F:17])([F:16])[F:15])[CH2:12][O:13][C:8]=2[CH:7]=1)=[O:4].C([Li])(C)(C)C.C([O:35][CH2:36][C:37]([F:40])([F:39])[F:38])(=O)C. (2) Given the product [CH2:29]([N:19]([C:17]1[O:18][C:14]([CH2:13][N:10]2[CH2:11][CH2:12][CH:7]([C:1]3[CH:6]=[CH:5][CH:4]=[CH:3][CH:2]=3)[CH2:8][CH2:9]2)=[CH:15][N:16]=1)[C:20](=[O:26])[O:21][C:22]([CH3:23])([CH3:25])[CH3:24])[CH3:30], predict the reactants needed to synthesize it. The reactants are: [C:1]1([CH:7]2[CH2:12][CH2:11][N:10]([CH2:13][C:14]3[O:18][C:17]([NH:19][C:20](=[O:26])[O:21][C:22]([CH3:25])([CH3:24])[CH3:23])=[N:16][CH:15]=3)[CH2:9][CH2:8]2)[CH:6]=[CH:5][CH:4]=[CH:3][CH:2]=1.[H-].[Na+].[CH2:29](I)[CH3:30]. (3) Given the product [CH3:9][O:8][C:4]1[N:3]=[C:2]([CH2:17][OH:18])[CH:7]=[CH:6][CH:5]=1, predict the reactants needed to synthesize it. The reactants are: Br[C:2]1[CH:7]=[CH:6][CH:5]=[C:4]([O:8][CH3:9])[N:3]=1.C([Li])CCC.CN(C)[CH:17]=[O:18].[BH4-].[Na+]. (4) The reactants are: [Br:1][C:2]1[CH:3]=[CH:4][C:5]([O:32][CH:33]2[CH2:38][CH2:37][N:36](C(OC(C)(C)C)=O)[CH2:35][CH2:34]2)=[C:6]([CH:8]2[CH2:13][C:12](=[O:14])[NH:11][CH:10]([C:15]3[CH:20]=[CH:19][CH:18]=[C:17]([Cl:21])[CH:16]=3)[C:9]32[C:29]2[C:24](=[CH:25][C:26]([Cl:30])=[CH:27][CH:28]=2)[NH:23][C:22]3=[O:31])[CH:7]=1.FC(F)(F)C(O)=O. Given the product [Br:1][C:2]1[CH:3]=[CH:4][C:5]([O:32][CH:33]2[CH2:38][CH2:37][NH:36][CH2:35][CH2:34]2)=[C:6]([CH:8]2[CH2:13][C:12](=[O:14])[NH:11][CH:10]([C:15]3[CH:16]=[C:17]([Cl:21])[CH:18]=[CH:19][CH:20]=3)[C:9]32[C:29]2[C:24](=[CH:25][C:26]([Cl:30])=[CH:27][CH:28]=2)[NH:23][C:22]3=[O:31])[CH:7]=1, predict the reactants needed to synthesize it. (5) The reactants are: [H-].[Na+].C(OP([CH2:11][C:12]([O:14][CH2:15][CH3:16])=[O:13])(OCC)=O)C.[CH2:17]([O:24][C:25]1[CH:26]=[CH:27][C:28]2[C:29](=O)[C:30]3[C:35]([C:36]=2[CH:37]=1)=[CH:34][CH:33]=[CH:32][CH:31]=3)[C:18]1[CH:23]=[CH:22][CH:21]=[CH:20][CH:19]=1.O. Given the product [CH2:17]([O:24][C:25]1[CH:26]=[CH:27][C:28]2[C:29](=[CH:11][C:12]([O:14][CH2:15][CH3:16])=[O:13])[C:30]3[C:35]([C:36]=2[CH:37]=1)=[CH:34][CH:33]=[CH:32][CH:31]=3)[C:18]1[CH:19]=[CH:20][CH:21]=[CH:22][CH:23]=1, predict the reactants needed to synthesize it. (6) Given the product [C:5]1(=[CH:17][C:16]#[N:18])[CH2:4][CH2:3][CH2:8][CH2:7][CH2:6]1, predict the reactants needed to synthesize it. The reactants are: [OH-].[K+].[CH3:3][CH2:4][CH2:5][CH2:6][CH2:7][CH3:8].C1(=O)CCCCC1.[C:16](#[N:18])[CH3:17]. (7) Given the product [CH2:21]([NH:23][C:6](=[O:7])[C:5]1[CH:9]=[CH:10][C:2]([CH3:1])=[C:3]([B:11]2[O:15][C:14]([CH3:17])([CH3:16])[C:13]([CH3:19])([CH3:18])[O:12]2)[CH:4]=1)[CH3:22], predict the reactants needed to synthesize it. The reactants are: [CH3:1][C:2]1[CH:10]=[CH:9][C:5]([C:6](O)=[O:7])=[CH:4][C:3]=1[B:11]1[O:15][C:14]([CH3:17])([CH3:16])[C:13]([CH3:19])([CH3:18])[O:12]1.[I-].[CH2:21]([N:23]=C=NCCC[N+](C)(C)C)[CH3:22].ON1C2N=CC=CC=2N=N1.C(N)C. (8) Given the product [C:1]([O:5][C:6]([N:8]([CH2:20][C:21]([NH:26][NH2:27])=[O:22])[CH:9]1[CH2:10][N:11]([C:13]([O:15][C:16]([CH3:19])([CH3:18])[CH3:17])=[O:14])[CH2:12]1)=[O:7])([CH3:4])([CH3:3])[CH3:2], predict the reactants needed to synthesize it. The reactants are: [C:1]([O:5][C:6]([N:8]([CH2:20][C:21](OCC)=[O:22])[CH:9]1[CH2:12][N:11]([C:13]([O:15][C:16]([CH3:19])([CH3:18])[CH3:17])=[O:14])[CH2:10]1)=[O:7])([CH3:4])([CH3:3])[CH3:2].[NH2:26][NH2:27]. (9) The reactants are: Cl[C:2]1[CH:7]=[C:6]([C:8]2[CH:9]=[C:10]([NH:15][C:16](=[O:27])[C:17]3[CH:22]=[CH:21][N:20]=[C:19]([C:23]([F:26])([F:25])[F:24])[CH:18]=3)[CH:11]=[CH:12][C:13]=2[CH3:14])[CH:5]=[C:4]([N:28]2[CH2:33][CH2:32][O:31][CH2:30][CH2:29]2)[N:3]=1.[NH2:34][CH2:35][C@H:36]([OH:38])[CH3:37].C(=O)([O-])[O-].[Cs+].[Cs+]. Given the product [OH:38][C@H:36]([CH3:37])[CH2:35][NH:34][C:2]1[CH:7]=[C:6]([C:8]2[CH:9]=[C:10]([NH:15][C:16](=[O:27])[C:17]3[CH:22]=[CH:21][N:20]=[C:19]([C:23]([F:25])([F:26])[F:24])[CH:18]=3)[CH:11]=[CH:12][C:13]=2[CH3:14])[CH:5]=[C:4]([N:28]2[CH2:29][CH2:30][O:31][CH2:32][CH2:33]2)[N:3]=1, predict the reactants needed to synthesize it.